From a dataset of Reaction yield outcomes from USPTO patents with 853,638 reactions. Predict the reaction yield, written as a fraction of the theoretical maximum amount of product (1.0 means a 100% yield; for example, 0.34 means a 34% yield). (1) The reactants are [F:1][C:2]1[CH:7]=[C:6]([NH:8][CH2:9][C:10]2[CH:15]=[CH:14][C:13]([CH2:16][N:17]([CH2:33][CH2:34][CH:35]([CH3:37])[CH3:36])[C:18]3[S:19][CH:20]=[C:21]([C:23]4[CH:28]=[CH:27][C:26]([C:29]([F:32])([F:31])[F:30])=[CH:25][CH:24]=4)[N:22]=3)=[CH:12][CH:11]=2)[CH:5]=[CH:4][C:3]=1[CH2:38][CH2:39][C:40]([O:42]CC)=[O:41].[OH-].[Na+].Cl. The catalyst is C(O)C.O1CCCC1. The product is [F:1][C:2]1[CH:7]=[C:6]([NH:8][CH2:9][C:10]2[CH:15]=[CH:14][C:13]([CH2:16][N:17]([CH2:33][CH2:34][CH:35]([CH3:37])[CH3:36])[C:18]3[S:19][CH:20]=[C:21]([C:23]4[CH:28]=[CH:27][C:26]([C:29]([F:31])([F:30])[F:32])=[CH:25][CH:24]=4)[N:22]=3)=[CH:12][CH:11]=2)[CH:5]=[CH:4][C:3]=1[CH2:38][CH2:39][C:40]([OH:42])=[O:41]. The yield is 0.640. (2) The reactants are [C:1]([O:9][C@@H:10]1[C@H:14]([F:15])[C@@H:13]([CH2:16][CH:17]([P:25]([O:30][CH2:31][CH3:32])([O:27][CH2:28][CH3:29])=[O:26])[S:18][C:19]2[CH:24]=[CH:23][CH:22]=[CH:21][CH:20]=2)O[C@@H]1OC)(=[O:8])[C:2]1[CH:7]=[CH:6][CH:5]=[CH:4][CH:3]=1.S(=O)(=O)(O)O.[C:40]([O-:43])([OH:42])=O.[Na+].[C:45](OC(=O)C)(=[O:47])[CH3:46]. The catalyst is C(O)(=O)C. The product is [C:1]([O:9][C@@H:10]1[C@H:14]([F:15])[C@@H:13]([CH2:16][CH:17]([P:25]([O:30][CH2:31][CH3:32])([O:27][CH2:28][CH3:29])=[O:26])[S:18][C:19]2[CH:20]=[CH:21][CH:22]=[CH:23][CH:24]=2)[O:42][C@H:40]1[O:43][C:45](=[O:47])[CH3:46])(=[O:8])[C:2]1[CH:7]=[CH:6][CH:5]=[CH:4][CH:3]=1. The yield is 0.950. (3) The product is [Cl:14][C:7]1[NH:8][C:4]2[CH:3]=[C:2]([F:1])[CH:11]=[CH:10][C:5]=2[N:6]=1. The reactants are [F:1][C:2]1[CH:11]=[CH:10][C:5]2[NH:6][C:7](=O)[NH:8][C:4]=2[CH:3]=1.P(Cl)(Cl)([Cl:14])=O. The yield is 0.820. No catalyst specified.